From a dataset of Full USPTO retrosynthesis dataset with 1.9M reactions from patents (1976-2016). Predict the reactants needed to synthesize the given product. Given the product [C:20]([N:24]1[CH:28]=[C:27]2[O:29][C:30]3([CH2:38][CH2:2][N:7]([C:6]([C:32]4[CH:26]=[C:27]5[C:18](=[CH:17][CH:31]=4)[NH:13][N:24]=[CH:28]5)=[O:8])[CH2:35][CH2:34]3)[CH2:31][C:32](=[O:33])[C:26]2=[N:25]1)([CH3:23])([CH3:21])[CH3:22], predict the reactants needed to synthesize it. The reactants are: Cl[C:2]1[N:7]=[C:6]([O:8]C)N=C(OC)N=1.C[N:13]1[CH2:18][CH2:17]OCC1.Cl.[C:20]([N:24]1[CH:28]=[C:27]2[O:29][C:30]3([CH2:38]CN[CH2:35][CH2:34]3)[CH2:31][C:32](=[O:33])[C:26]2=[N:25]1)([CH3:23])([CH3:22])[CH3:21].